From a dataset of Reaction yield outcomes from USPTO patents with 853,638 reactions. Predict the reaction yield, written as a fraction of the theoretical maximum amount of product (1.0 means a 100% yield; for example, 0.34 means a 34% yield). (1) The reactants are [C:1]([C:3]1([CH3:27])[S:7][C:6]([C:8]2[NH:9][C:10]3[C:15]([CH:16]=2)=[CH:14][CH:13]=[CH:12][C:11]=3[N:17]([CH3:26])[S:18]([C:21]2[S:22][CH:23]=[CH:24][CH:25]=2)(=[O:20])=[O:19])=[N:5][CH2:4]1)#[N:2].[OH-].[Na+].[O:30]1CCCC1.C(O)(=O)CC(CC(O)=O)(C(O)=O)O. The catalyst is C(O)C. The product is [CH3:27][C:3]1([C:1]([NH2:2])=[O:30])[S:7][C:6]([C:8]2[NH:9][C:10]3[C:15]([CH:16]=2)=[CH:14][CH:13]=[CH:12][C:11]=3[N:17]([CH3:26])[S:18]([C:21]2[S:22][CH:23]=[CH:24][CH:25]=2)(=[O:20])=[O:19])=[N:5][CH2:4]1. The yield is 0.740. (2) The reactants are F[C:2]1[CH:7]=[C:6]([C:8]2[CH:9]=[C:10]3[C:16](I)=[CH:15][N:14]([S:18]([C:21]4[CH:27]=[CH:26][C:24]([CH3:25])=[CH:23][CH:22]=4)(=[O:20])=[O:19])[C:11]3=[N:12][CH:13]=2)[CH:5]=[CH:4][C:3]=1[CH:28]1[CH2:33][CH2:32][N:31]([C:34]([O:36][C:37]([CH3:40])([CH3:39])[CH3:38])=[O:35])[CH2:30][CH2:29]1.CC1(C)C(C)(C)OB([C:49]2[CH:50]=[N:51][N:52]([CH2:54][C:55]3[CH:56]=[N:57][CH:58]=[CH:59][CH:60]=3)[CH:53]=2)O1.C(=O)([O-])[O-].[Na+].[Na+]. The catalyst is C(#N)C.O.C1C=CC(P(C2C=CC=CC=2)[C-]2C=CC=C2)=CC=1.C1C=CC(P(C2C=CC=CC=2)[C-]2C=CC=C2)=CC=1.Cl[Pd]Cl.[Fe+2]. The product is [N:57]1[CH:58]=[CH:59][CH:60]=[C:55]([CH2:54][N:52]2[CH:53]=[C:49]([C:16]3[C:10]4[C:11](=[N:12][CH:13]=[C:8]([C:6]5[CH:5]=[CH:4][C:3]([CH:28]6[CH2:33][CH2:32][N:31]([C:34]([O:36][C:37]([CH3:39])([CH3:38])[CH3:40])=[O:35])[CH2:30][CH2:29]6)=[CH:2][CH:7]=5)[CH:9]=4)[N:14]([S:18]([C:21]4[CH:22]=[CH:23][C:24]([CH3:25])=[CH:26][CH:27]=4)(=[O:19])=[O:20])[CH:15]=3)[CH:50]=[N:51]2)[CH:56]=1. The yield is 0.720. (3) The reactants are [O-]S(C(F)(F)F)(=O)=O.[CH2:9]1[CH2:22][N:21]2[C:12]3[C:13]([CH2:18][CH2:19][CH2:20]2)=[C:14]([OH:17])[CH:15]=[CH:16][C:11]=3[CH2:10]1.[CH3:23][Si:24]([C:27]#[CH:28])([CH3:26])[CH3:25].C[O:30][C:31]1C=C2C(C=C(C#C[Si](C)(C)C)C(=O)O2)=[CH:33][CH:32]=1. No catalyst specified. The product is [CH3:23][Si:24]([C:27]#[C:28][C:33]1[C:15]2[C:14](=[C:13]3[CH2:18][CH2:19][CH2:20][N:21]4[CH2:22][CH2:9][CH2:10][C:11]([CH:16]=2)=[C:12]34)[O:17][C:31](=[O:30])[CH:32]=1)([CH3:26])[CH3:25]. The yield is 0.990. (4) The reactants are [NH2:1][C:2]1[S:6][C:5]([CH2:7][CH2:8][CH:9]([F:21])[CH2:10][N:11]2[CH:15]=[C:14]([C:16]([O:18][CH2:19][CH3:20])=[O:17])[N:13]=[N:12]2)=[N:4][N:3]=1.Cl.[N:23]1[CH:28]=[CH:27][CH:26]=[CH:25][C:24]=1[CH2:29][C:30](O)=[O:31].CN(C(ON1N=NC2C=CC=NC1=2)=[N+](C)C)C.F[P-](F)(F)(F)(F)F.C([O-])([O-])=O.[K+].[K+]. The catalyst is CN(C=O)C.O. The product is [F:21][CH:9]([CH2:8][CH2:7][C:5]1[S:6][C:2]([NH:1][C:30](=[O:31])[CH2:29][C:24]2[CH:25]=[CH:26][CH:27]=[CH:28][N:23]=2)=[N:3][N:4]=1)[CH2:10][N:11]1[CH:15]=[C:14]([C:16]([O:18][CH2:19][CH3:20])=[O:17])[N:13]=[N:12]1. The yield is 0.890. (5) The reactants are [C:1]([C:3]1[CH:4]=[C:5]([NH:9][C:10]([N:12]2[CH2:16][CH2:15][C@H:14]([OH:17])[CH2:13]2)=[O:11])[CH:6]=[CH:7][CH:8]=1)#[N:2].NCC1C=C(NC(N2CCSC2)=O)C=CC=1. No catalyst specified. The product is [NH2:2][CH2:1][C:3]1[CH:4]=[C:5]([NH:9][C:10]([N:12]2[CH2:16][CH2:15][C@H:14]([OH:17])[CH2:13]2)=[O:11])[CH:6]=[CH:7][CH:8]=1. The yield is 0.770. (6) The reactants are [C:1]([O:5][C:6]([N:8]1[CH:13]2[CH2:14][CH2:15][CH2:16][C:9]1(CC1C=CC=CC=1)[CH2:10][NH:11][CH2:12]2)=[O:7])([CH3:4])([CH3:3])[CH3:2].[H][H]. The catalyst is C(O)C.[OH-].[OH-].[Pd+2]. The product is [C:1]([O:5][C:6]([N:8]1[CH:9]2[CH2:16][CH2:15][CH2:14][CH:13]1[CH2:12][NH:11][CH2:10]2)=[O:7])([CH3:4])([CH3:2])[CH3:3]. The yield is 0.470. (7) The reactants are [Br:1][C:2]1[CH:7]=[CH:6][NH:5][C:4](=[O:8])[CH:3]=1.C([O-])([O-])=O.[K+].[K+].I[CH2:16][CH2:17][OH:18]. The catalyst is C1COCC1. The product is [Br:1][C:2]1[CH:7]=[CH:6][N:5]([CH2:16][CH2:17][OH:18])[C:4](=[O:8])[CH:3]=1. The yield is 0.0700.